This data is from Experimentally validated miRNA-target interactions with 360,000+ pairs, plus equal number of negative samples. The task is: Binary Classification. Given a miRNA mature sequence and a target amino acid sequence, predict their likelihood of interaction. The miRNA is mmu-miR-463-5p with sequence UACCUAAUUUGUUGUCCAUCAU. The protein sequence of the target gene is MKPAARETRTPPRSPGLRWALLPLLLLLRQGQVLCAGAAPNPIFDIEAVVSPTSVLLTWKHNDSGASECRIENKMESNLTFPVKNQTSCNITGLSPGTSYTFSIISVTTNETLNKTITTEPWPVSDLHVTSVGVTQARLTWSNANGTASYRMLIEELTTHSSVNISGLKPGTNNSFAFPESNETQADFAVAEEVPDANGTKRIPVTNLSQLHKNSLVSVDPPSGQDPSLTEILLTDLKPDTQYNATIYSQAANGTEGQPRNKVFKTNSTQVSDVRAMNISASSMTLTWKSNYDGSRTSIV.... Result: 0 (no interaction).